Dataset: CYP2D6 inhibition data for predicting drug metabolism from PubChem BioAssay. Task: Regression/Classification. Given a drug SMILES string, predict its absorption, distribution, metabolism, or excretion properties. Task type varies by dataset: regression for continuous measurements (e.g., permeability, clearance, half-life) or binary classification for categorical outcomes (e.g., BBB penetration, CYP inhibition). Dataset: cyp2d6_veith. (1) The molecule is CC(C)(C)c1cc(C=C(C#N)C#N)cc(C(C)(C)C)c1O. The result is 0 (non-inhibitor). (2) The compound is CN(C)c1cc(-c2cccc(NS(C)(=O)=O)c2)ncn1. The result is 0 (non-inhibitor). (3) The result is 0 (non-inhibitor). The molecule is Cc1ccccc1OCCN=Cc1c(O)n(C)c(=O)n(C)c1=O. (4) The compound is CSCC[C@@H](C(=O)O)N(C)C. The result is 0 (non-inhibitor). (5) The molecule is COc1ccc(N2C(N)=NC(N)=NC2(C)C)cc1.Cl. The result is 1 (inhibitor). (6) The molecule is CC1(C)OC(=O)N(c2ccccn2)C1(C)O. The result is 0 (non-inhibitor). (7) The molecule is NCC[C@H](O)C(=O)N[C@H]1C[C@@H](N)[C@@H](O[C@H]2O[C@@H](CN)[C@@H](O)[C@@H](O)[C@@H]2O)[C@@H](O)[C@@H]1O[C@H]1O[C@@H](CO)[C@@H](O)[C@@H](N)[C@@H]1O.O. The result is 0 (non-inhibitor). (8) The molecule is COc1ccc(/C(C#N)=C/c2c(-c3ccc(Cl)cc3)nc3c(C)cccn23)cc1. The result is 0 (non-inhibitor).